Dataset: Full USPTO retrosynthesis dataset with 1.9M reactions from patents (1976-2016). Task: Predict the reactants needed to synthesize the given product. Given the product [Cl:1][C:2]1[CH:3]=[CH:4][C:5]([N:8]2[C@@H:12]([C:13]3[CH:18]=[CH:17][CH:16]=[C:15]([O:19][CH3:20])[CH:14]=3)[C@H:11]([CH2:21][N:22]3[N:26]=[N:25][C:24]([CH2:27][CH2:28][OH:29])=[N:23]3)[O:10][C:9]2=[O:33])=[CH:6][CH:7]=1, predict the reactants needed to synthesize it. The reactants are: [Cl:1][C:2]1[CH:7]=[CH:6][C:5]([N:8]2[C@@H:12]([C:13]3[CH:18]=[CH:17][CH:16]=[C:15]([O:19][CH3:20])[CH:14]=3)[C@H:11]([CH2:21][N:22]3[N:26]=[N:25][C:24]([CH2:27][C:28](OCC)=[O:29])=[N:23]3)[O:10][C:9]2=[O:33])=[CH:4][CH:3]=1.[BH4-].[Na+].